From a dataset of Retrosynthesis with 50K atom-mapped reactions and 10 reaction types from USPTO. Predict the reactants needed to synthesize the given product. (1) Given the product COc1ccc2nc3cc(Cl)ccc3c(NCCN(C(=O)C(F)(F)F)c3c4ccc(Cl)cc4nc4ccc(OC)cc34)c2c1, predict the reactants needed to synthesize it. The reactants are: COc1ccc2nc3cc(Cl)ccc3c(NCCNc3c4ccc(Cl)cc4nc4ccc(OC)cc34)c2c1.O=C(OC(=O)C(F)(F)F)C(F)(F)F. (2) Given the product C#Cc1cc(CNC(=O)C=Cc2ccc(C(C)(C)C)nc2)cc(F)c1NS(C)(=O)=O, predict the reactants needed to synthesize it. The reactants are: C#Cc1cc(CN)cc(F)c1NS(C)(=O)=O.CC(C)(C)c1ccc(C=CC(=O)O)cn1. (3) The reactants are: Cc1nc(C(C)(C)C)ccc1/C=C/C(=O)O.Nc1ccc2cc[nH]c2c1. Given the product Cc1nc(C(C)(C)C)ccc1/C=C/C(=O)Nc1ccc2cc[nH]c2c1, predict the reactants needed to synthesize it. (4) Given the product CC(=NNC(=O)c1ccc(C(=O)NCc2ccncc2)s1)c1nn(C)c(-c2ccc3c(c2)CCC3)c1O, predict the reactants needed to synthesize it. The reactants are: CC(=O)c1nn(C)c(-c2ccc3c(c2)CCC3)c1O.NNC(=O)c1ccc(C(=O)NCc2ccncc2)s1. (5) Given the product CCCc1cc2c(N3CCn4c(nnc4C(F)(F)F)C3)nc(COc3ccccc3C(=O)O)nc2s1, predict the reactants needed to synthesize it. The reactants are: CCCc1cc2c(N3CCn4c(nnc4C(F)(F)F)C3)nc(COc3ccccc3C(=O)OC)nc2s1. (6) Given the product CNC(=O)c1ccc(-c2nc(-c3ccc4c(c3)OCO4)c(-c3ccccn3)[nH]2)cc1, predict the reactants needed to synthesize it. The reactants are: CN.O=C(Cl)c1ccc(-c2nc(-c3ccc4c(c3)OCO4)c(-c3ccccn3)[nH]2)cc1. (7) Given the product Fc1cccc(-c2nn(C(c3ccccc3)(c3ccccc3)c3ccccc3)c3ccc(CO[C@H]4CCOC4)cc23)c1, predict the reactants needed to synthesize it. The reactants are: Fc1cccc(-c2nn(C(c3ccccc3)(c3ccccc3)c3ccccc3)c3ccc(CCl)cc23)c1.O[C@H]1CCOC1.